This data is from Forward reaction prediction with 1.9M reactions from USPTO patents (1976-2016). The task is: Predict the product of the given reaction. (1) Given the reactants [CH2:1]([O:3][C:4](=[O:16])/[CH:5]=[C:6](/[O:8][C:9]1[CH:10]=[N:11][C:12]([CH3:15])=[CH:13][CH:14]=1)\[CH3:7])[CH3:2].[Br:17]N1C(=O)CCC1=O.C(OOC(=O)C1C=CC=CC=1)(=O)C1C=CC=CC=1, predict the reaction product. The product is: [CH2:1]([O:3][C:4](=[O:16])/[CH:5]=[C:6](/[O:8][C:9]1[CH:10]=[N:11][C:12]([CH3:15])=[CH:13][CH:14]=1)\[CH2:7][Br:17])[CH3:2]. (2) The product is: [C:24]([N:1]([C:2]1[N:7]=[C:6]([C:8]2[O:9][CH:10]=[CH:11][CH:12]=2)[C:5]([C:13]#[N:14])=[C:4]([S:15][CH2:16][CH2:17][C:18]2[CH:23]=[CH:22][CH:21]=[CH:20][N:19]=2)[N:3]=1)[C:24](=[O:31])[C:25]1[CH:30]=[CH:29][CH:28]=[CH:27][CH:26]=1)(=[O:31])[C:25]1[CH:30]=[CH:29][CH:28]=[CH:27][CH:26]=1. Given the reactants [NH2:1][C:2]1[N:7]=[C:6]([C:8]2[O:9][CH:10]=[CH:11][CH:12]=2)[C:5]([C:13]#[N:14])=[C:4]([S:15][CH2:16][CH2:17][C:18]2[CH:23]=[CH:22][CH:21]=[CH:20][N:19]=2)[N:3]=1.[C:24](Br)(=[O:31])[C:25]1[CH:30]=[CH:29][CH:28]=[CH:27][CH:26]=1, predict the reaction product. (3) Given the reactants [CH2:1]([O:3][C:4]([C:6]1[S:7][C:8]([C:14]2[C:23]3[C:18](=[CH:19][CH:20]=[CH:21][CH:22]=3)[C:17]([S:24](=[O:33])(=[O:32])[NH:25][C@@H:26]([CH3:31])[C:27]([F:30])([F:29])[F:28])=[CH:16][CH:15]=2)=[C:9]([C:11]([OH:13])=O)[N:10]=1)=[O:5])[CH3:2].[CH3:34][CH:35]1[CH2:40][CH2:39][NH:38][CH2:37][CH2:36]1.CN(C(ON1N=NC2C=CC=NC1=2)=[N+](C)C)C.F[P-](F)(F)(F)(F)F.C(#N)C, predict the reaction product. The product is: [CH3:34][CH:35]1[CH2:40][CH2:39][N:38]([C:11]([C:9]2[N:10]=[C:6]([C:4]([O:3][CH2:1][CH3:2])=[O:5])[S:7][C:8]=2[C:14]2[C:23]3[C:18](=[CH:19][CH:20]=[CH:21][CH:22]=3)[C:17]([S:24](=[O:32])(=[O:33])[NH:25][C@@H:26]([CH3:31])[C:27]([F:28])([F:29])[F:30])=[CH:16][CH:15]=2)=[O:13])[CH2:37][CH2:36]1. (4) Given the reactants [OH:1][CH2:2][C@H:3]1[CH2:8][N:7]([C:9]([C:11]2[CH:20]=[CH:19][C:18]3[C:13](=[CH:14][CH:15]=[C:16]([O:21][C:22]4[CH:27]=[CH:26][C:25]([C:28]([F:31])([F:30])[F:29])=[CH:24][N:23]=4)[CH:17]=3)[N:12]=2)=[O:10])[CH2:6][CH2:5][N:4]1[C:32]([O:34][C:35]([CH3:38])([CH3:37])[CH3:36])=[O:33].[OH-].[Na+].S(OC)(O[CH3:45])(=O)=O, predict the reaction product. The product is: [CH3:45][O:1][CH2:2][C@H:3]1[CH2:8][N:7]([C:9]([C:11]2[CH:20]=[CH:19][C:18]3[C:13](=[CH:14][CH:15]=[C:16]([O:21][C:22]4[CH:27]=[CH:26][C:25]([C:28]([F:31])([F:29])[F:30])=[CH:24][N:23]=4)[CH:17]=3)[N:12]=2)=[O:10])[CH2:6][CH2:5][N:4]1[C:32]([O:34][C:35]([CH3:38])([CH3:37])[CH3:36])=[O:33]. (5) Given the reactants [Br:1][C:2]1[C:3]2[N:4]([C:16](=[O:19])[NH:17][N:18]=2)[C:5]([CH3:15])=[CH:6][C:7]=1[C:8]1[CH:13]=[CH:12][C:11]([Cl:14])=[CH:10][CH:9]=1.C([O-])([O-])=O.[K+].[K+].Cl[CH2:27][C:28]1[CH:35]=[CH:34][C:31]([C:32]#[N:33])=[CH:30][N:29]=1.O, predict the reaction product. The product is: [Br:1][C:2]1[C:3]2[N:4]([C:16](=[O:19])[N:17]([CH2:27][C:28]3[CH:35]=[CH:34][C:31]([C:32]#[N:33])=[CH:30][N:29]=3)[N:18]=2)[C:5]([CH3:15])=[CH:6][C:7]=1[C:8]1[CH:9]=[CH:10][C:11]([Cl:14])=[CH:12][CH:13]=1.